This data is from Full USPTO retrosynthesis dataset with 1.9M reactions from patents (1976-2016). The task is: Predict the reactants needed to synthesize the given product. (1) Given the product [C:1]([O:16][C@@H:17]([CH3:42])[C@H:18]([NH:31][C:32]([O:34][CH2:35][C:36]1[CH:37]=[CH:38][CH:39]=[CH:40][CH:41]=1)=[O:33])[C:19](=[O:20])[NH:21][CH2:22][CH2:23][CH:24]=[O:25])(=[O:15])[CH2:2][CH2:3][CH2:4][CH2:5][CH2:6][CH2:7][CH2:8][CH2:9][CH2:10][CH2:11][CH2:12][CH2:13][CH3:14], predict the reactants needed to synthesize it. The reactants are: [C:1]([O:16][C@@H:17]([CH3:42])[C@H:18]([NH:31][C:32]([O:34][CH2:35][C:36]1[CH:41]=[CH:40][CH:39]=[CH:38][CH:37]=1)=[O:33])[C:19]([NH:21][CH2:22][CH2:23][CH:24](OCC)[O:25]CC)=[O:20])(=[O:15])[CH2:2][CH2:3][CH2:4][CH2:5][CH2:6][CH2:7][CH2:8][CH2:9][CH2:10][CH2:11][CH2:12][CH2:13][CH3:14].Cl.C(=O)(O)[O-].[Na+]. (2) Given the product [C:21]([O:25][CH:7]1[CH2:8][CH:3]([CH2:2][CH3:1])[CH2:4][CH2:5][CH:6]1[O:9][C:26](=[O:32])[CH2:27][CH2:28][C:29]([OH:31])=[O:30])(=[O:24])[CH:22]=[CH2:23], predict the reactants needed to synthesize it. The reactants are: [CH2:1]=[CH:2][CH:3]1[CH2:8][CH:7]2[O:9][CH:6]2[CH2:5][CH2:4]1.CC1(C)N([O])C(C)(C)CCC1.[C:21]([OH:25])(=[O:24])[CH:22]=[CH2:23].[C:26]1(=[O:32])[O:31][C:29](=[O:30])[CH2:28][CH2:27]1.C1(C=CC(O)=CC=1)O. (3) Given the product [Br:22][C:10]1[CH:11]=[CH:12][C:7]([CH:1]2[CH2:2][CH2:3][CH2:4][CH2:5][CH2:6]2)=[C:8]([C:13]([F:14])([F:15])[F:16])[CH:9]=1, predict the reactants needed to synthesize it. The reactants are: [CH:1]1([C:7]2[CH:12]=[CH:11][CH:10]=[CH:9][C:8]=2[C:13]([F:16])([F:15])[F:14])[CH2:6][CH2:5][CH2:4][CH2:3][CH2:2]1.OS(O)(=O)=O.[Br:22]N1C(C)(C)C(=O)N(Br)C1=O. (4) Given the product [CH2:26]([NH:28][C:16]([C:14]1[CH:13]=[CH:12][C:11]2[C:7]([CH2:6][CH2:5][CH2:4][N:3]([CH3:25])[CH3:2])([C:18]3[CH:19]=[CH:20][C:21]([F:24])=[CH:22][CH:23]=3)[O:8][CH2:9][C:10]=2[CH:15]=1)=[NH:17])[CH3:27], predict the reactants needed to synthesize it. The reactants are: Br.[CH3:2][N:3]([CH3:25])[CH2:4][CH2:5][CH2:6][C:7]1([C:18]2[CH:23]=[CH:22][C:21]([F:24])=[CH:20][CH:19]=2)[C:11]2[CH:12]=[CH:13][C:14]([C:16]#[N:17])=[CH:15][C:10]=2[CH2:9][O:8]1.[CH2:26]([NH2:28])[CH3:27]. (5) Given the product [C:27]([CH2:26][N:16]1[CH2:15][CH2:14][CH:13]([C:10]2[CH:11]=[CH:12][C:7]([N:6]3[CH2:5][C@H:4]([CH2:20][NH:21][C:22](=[O:24])[CH3:23])[O:3][C:2]3=[O:1])=[CH:8][C:9]=2[F:19])[CH2:18][CH2:17]1)#[N:28], predict the reactants needed to synthesize it. The reactants are: [O:1]=[C:2]1[N:6]([C:7]2[CH:12]=[CH:11][C:10]([CH:13]3[CH2:18][CH2:17][NH:16][CH2:15][CH2:14]3)=[C:9]([F:19])[CH:8]=2)[CH2:5][C@H:4]([CH2:20][NH:21][C:22](=[O:24])[CH3:23])[O:3]1.Cl[CH2:26][C:27]#[N:28].C(=O)([O-])[O-].[K+].[K+]. (6) Given the product [N+:1]([CH2:4][CH:5]([C:12]1[CH:16]=[CH:15][S:14][CH:13]=1)[CH2:6][C:7]([OH:9])=[O:8])([O-:3])=[O:2], predict the reactants needed to synthesize it. The reactants are: [N+:1]([CH2:4][CH:5]([C:12]1[CH:16]=[CH:15][S:14][CH:13]=1)[CH2:6][C:7]([O:9]CC)=[O:8])([O-:3])=[O:2].[OH-].[Na+].Cl. (7) Given the product [CH3:1][C:9]1[C:8]([F:14])=[C:7]([Br:6])[CH:12]=[CH:11][C:10]=1[F:13], predict the reactants needed to synthesize it. The reactants are: [CH2:1]([Li])CCC.[Br:6][C:7]1[CH:12]=[CH:11][C:10]([F:13])=[CH:9][C:8]=1[F:14].IC. (8) Given the product [CH:1]1([C:11]2[N:12]=[CH:13][NH:14][CH:15]=2)[C:10]2[C:5](=[CH:6][CH:7]=[CH:8][CH:9]=2)[CH2:4][CH2:3][CH2:2]1, predict the reactants needed to synthesize it. The reactants are: [C:1]1([C:11]2[N:12]=[CH:13][NH:14][CH:15]=2)[C:10]2[C:5](=[CH:6][CH:7]=[CH:8][CH:9]=2)[CH2:4][CH2:3][CH:2]=1.[H][H]. (9) Given the product [Cl:33][C:3]1[CH:8]=[CH:7][N:6]=[C:5]([NH:9][C:10]2[CH:11]=[C:12]([NH:17][C:18]([C:20]3[C:28]4[C:23](=[CH:24][CH:25]=[CH:26][CH:27]=4)[NH:22][N:21]=3)=[O:19])[CH:13]=[CH:14][C:15]=2[CH3:16])[N:4]=1, predict the reactants needed to synthesize it. The reactants are: CO[C:3]1[CH:8]=[CH:7][N:6]=[C:5]([NH:9][C:10]2[CH:11]=[C:12]([NH:17][C:18]([C:20]3[C:28]4[C:23](=[CH:24][CH:25]=[CH:26][CH:27]=4)[NH:22][N:21]=3)=[O:19])[CH:13]=[CH:14][C:15]=2[CH3:16])[N:4]=1.C[Si]([Cl:33])(C)C.[Na+].[I-].C([O-])([O-])=O.[Na+].[Na+].O=P(Cl)(Cl)Cl. (10) The reactants are: [OH:1][C:2]1[CH:7]=[CH:6][C:5]([C:8]2[N:9]=[C:10]3[CH:15]=[CH:14][C:13]([O:16][CH3:17])=[CH:12][N:11]3[CH:18]=2)=[CH:4][C:3]=1[I:19].C(=O)([O-])[O-].[K+].[K+].[F:26][CH2:27][CH2:28]OS(C1C=CC(C)=CC=1)(=O)=O.[Cl-].[NH4+]. Given the product [F:26][CH2:27][CH2:28][O:1][C:2]1[CH:7]=[CH:6][C:5]([C:8]2[N:9]=[C:10]3[CH:15]=[CH:14][C:13]([O:16][CH3:17])=[CH:12][N:11]3[CH:18]=2)=[CH:4][C:3]=1[I:19], predict the reactants needed to synthesize it.